Dataset: Full USPTO retrosynthesis dataset with 1.9M reactions from patents (1976-2016). Task: Predict the reactants needed to synthesize the given product. (1) The reactants are: [NH2:1][C:2]1[CH:10]=[CH:9][C:5]([C:6]([OH:8])=[O:7])=[CH:4][C:3]=1[C:11]([F:14])([F:13])[F:12].F[C:16](F)(F)C(OC(=O)C(F)(F)F)=O. Given the product [CH3:16][NH:1][C:2]1[CH:10]=[CH:9][C:5]([C:6]([OH:8])=[O:7])=[CH:4][C:3]=1[C:11]([F:12])([F:13])[F:14], predict the reactants needed to synthesize it. (2) Given the product [C:16]1([CH3:26])[CH:21]=[CH:20][C:19]([S:22]([CH2:2][CH:3]2[CH2:7][S:6][C:5]([NH:8][C:9](=[O:15])[O:10][C:11]([CH3:14])([CH3:13])[CH3:12])=[N:4]2)(=[O:24])=[O:23])=[CH:18][CH:17]=1, predict the reactants needed to synthesize it. The reactants are: O[CH2:2][CH:3]1[CH2:7][S:6][C:5]([NH:8][C:9](=[O:15])[O:10][C:11]([CH3:14])([CH3:13])[CH3:12])=[N:4]1.[C:16]1([CH3:26])[CH:21]=[CH:20][C:19]([S:22](Cl)(=[O:24])=[O:23])=[CH:18][CH:17]=1.C(N(CC)CC)C. (3) Given the product [C:1]([O:5][C:6]([N:8]1[CH2:12][CH2:11][CH2:10][CH2:9]1)=[O:7])([CH3:4])([CH3:2])[CH3:3], predict the reactants needed to synthesize it. The reactants are: [C:1]([O:5][C:6]([N:8]1[CH2:12][CH2:11][CH2:10][CH:9]1C(OCC(C1C=CC2C3C=CC(Br)=CC=3OC=2C=1)=O)=O)=[O:7])([CH3:4])([CH3:3])[CH3:2].C([O-])(=O)C.[NH4+]. (4) Given the product [NH:6]1[C:5]2[CH:9]=[CH:10][C:2]([N:1]3[CH:15]([C:14]4[CH:17]=[CH:18][C:19]([O:20][CH2:21][CH2:22][CH3:23])=[C:12]([F:11])[CH:13]=4)[CH2:31][NH:30][C:35]3=[O:36])=[CH:3][C:4]=2[N:8]=[CH:7]1, predict the reactants needed to synthesize it. The reactants are: [NH2:1][C:2]1[CH:10]=[CH:9][C:5]2[N:6]=[CH:7][NH:8][C:4]=2[CH:3]=1.[F:11][C:12]1[CH:13]=[C:14]([CH:17]=[CH:18][C:19]=1[O:20][CH2:21][CH2:22][CH3:23])[CH:15]=O.[Si](C#N)(C)(C)C.[N:30]1([C:35](N2C=CN=C2)=[O:36])C=CN=[CH:31]1. (5) Given the product [Cl:1][C:2]1[CH:3]=[C:4]([S:9]([N:12]2[CH:25]([CH2:26][C:27]([NH:45][CH2:44][CH2:43][CH2:42][N:39]3[CH2:40][CH2:41][N:36]([C:33]4[CH:34]=[CH:35][N:30]=[CH:31][CH:32]=4)[CH2:37][CH2:38]3)=[O:29])[C:24]3[C:19](=[CH:20][CH:21]=[CH:22][CH:23]=3)[C:18]3[CH:17]=[CH:16][CH:15]=[CH:14][C:13]2=3)(=[O:11])=[O:10])[CH:5]=[CH:6][C:7]=1[Cl:8], predict the reactants needed to synthesize it. The reactants are: [Cl:1][C:2]1[CH:3]=[C:4]([S:9]([N:12]2[CH:25]([CH2:26][C:27]([OH:29])=O)[C:24]3[C:19](=[CH:20][CH:21]=[CH:22][CH:23]=3)[C:18]3[CH:17]=[CH:16][CH:15]=[CH:14][C:13]2=3)(=[O:11])=[O:10])[CH:5]=[CH:6][C:7]=1[Cl:8].[N:30]1[CH:35]=[CH:34][C:33]([N:36]2[CH2:41][CH2:40][N:39]([CH2:42][CH2:43][CH2:44][NH2:45])[CH2:38][CH2:37]2)=[CH:32][CH:31]=1.